Dataset: Full USPTO retrosynthesis dataset with 1.9M reactions from patents (1976-2016). Task: Predict the reactants needed to synthesize the given product. Given the product [Br:1][C:2]1[CH:10]=[CH:9][C:5]([C:6]([O:17][C:11]2[CH:16]=[CH:15][CH:14]=[CH:13][CH:12]=2)=[O:7])=[CH:4][CH:3]=1, predict the reactants needed to synthesize it. The reactants are: [Br:1][C:2]1[CH:10]=[CH:9][C:5]([C:6](Cl)=[O:7])=[CH:4][CH:3]=1.[C:11]1([OH:17])[CH:16]=[CH:15][CH:14]=[CH:13][CH:12]=1.C(N(CC)CC)C.Cl.